Dataset: Full USPTO retrosynthesis dataset with 1.9M reactions from patents (1976-2016). Task: Predict the reactants needed to synthesize the given product. (1) Given the product [F:1][C:2]1[CH:3]=[C:4]([N:14]2[C:15](=[O:28])[CH:16]=[C:17]([CH2:18][O:19][C:20]3[CH:25]=[CH:24][CH:23]=[C:22]([F:26])[CH:21]=3)[N:32]=[C:29]2[CH3:30])[CH:5]=[CH:6][C:7]=1[N:8]1[CH2:13][CH2:12][O:11][CH2:10][CH2:9]1, predict the reactants needed to synthesize it. The reactants are: [F:1][C:2]1[CH:3]=[C:4]([NH:14][C:15](=[O:28])[CH2:16][C:17](=O)[CH2:18][O:19][C:20]2[CH:25]=[CH:24][CH:23]=[C:22]([F:26])[CH:21]=2)[CH:5]=[CH:6][C:7]=1[N:8]1[CH2:13][CH2:12][O:11][CH2:10][CH2:9]1.[C:29]([NH2:32])(=O)[CH3:30].C1(C)C=CC=CC=1.[NH4+].[Cl-]. (2) Given the product [CH2:27]([C:11]1[C:12]([C:14]2[CH:19]=[CH:18][C:17]([C:20]([CH2:34][CH3:35])([OH:23])[CH2:21][CH3:22])=[CH:16][C:15]=2[CH:24]([CH3:26])[CH3:25])=[CH:13][C:8]([O:7][CH2:6][C:5]2[CH:29]=[CH:30][C:31]([CH2:32][OH:33])=[C:3]([CH2:2][OH:1])[CH:4]=2)=[CH:9][CH:10]=1)[CH3:28], predict the reactants needed to synthesize it. The reactants are: [OH:1][CH2:2][C:3]1[CH:4]=[C:5]([CH:29]=[CH:30][C:31]=1[CH2:32][OH:33])[CH2:6][O:7][C:8]1[CH:9]=[CH:10][C:11]([CH2:27][CH3:28])=[C:12]([C:14]2[CH:19]=[CH:18][C:17]([C:20](=[O:23])[CH2:21][CH3:22])=[CH:16][C:15]=2[CH:24]([CH3:26])[CH3:25])[CH:13]=1.[CH2:34]([Mg]Br)[CH3:35]. (3) Given the product [CH2:9]([C:4]1[CH:5]=[CH:6][CH:7]=[CH:8][C:3]=1[Si:16]([CH2:11][CH2:12][CH:13]([CH3:15])[CH3:14])([O:19][CH3:20])[O:17][CH3:18])[CH3:10], predict the reactants needed to synthesize it. The reactants are: [Mg].Br[C:3]1[CH:8]=[CH:7][CH:6]=[CH:5][C:4]=1[CH2:9][CH3:10].[CH2:11]([Si:16](OC)([O:19][CH3:20])[O:17][CH3:18])[CH2:12][CH:13]([CH3:15])[CH3:14].C([Mg]Br)CC(C)C.CO[Si](OC)(OC)OC. (4) The reactants are: [F:1][C:2]1[CH:7]=[CH:6][C:5]([CH:8]([OH:29])[CH2:9][CH2:10][N:11]2[CH2:16][CH2:15][CH:14]([C:17]3[CH:18]=[C:19]([NH:23][C:24](=[O:28])[CH:25]([CH3:27])[CH3:26])[CH:20]=[CH:21][CH:22]=3)[CH2:13][CH2:12]2)=[CH:4][CH:3]=1.[C:30]([C:33]1[CH:34]=[C:35](O)[CH:36]=[CH:37][CH:38]=1)(=[O:32])[CH3:31]. Given the product [C:30]([C:33]1[CH:38]=[C:37]([CH:36]=[CH:35][CH:34]=1)[O:29][CH:8]([C:5]1[CH:4]=[CH:3][C:2]([F:1])=[CH:7][CH:6]=1)[CH2:9][CH2:10][N:11]1[CH2:16][CH2:15][CH:14]([C:17]2[CH:18]=[C:19]([NH:23][C:24](=[O:28])[CH:25]([CH3:26])[CH3:27])[CH:20]=[CH:21][CH:22]=2)[CH2:13][CH2:12]1)(=[O:32])[CH3:31], predict the reactants needed to synthesize it. (5) Given the product [NH2:24][C:21]1[CH:22]=[CH:23][C:18]([C:16]([NH:15][C@H:11]2[CH2:12][CH2:13][CH2:14][C@@H:9]([NH:8][C:5]3[N:4]=[C:3]([C:32]4[C:40]5[C:35](=[CH:36][CH:37]=[CH:38][CH:39]=5)[NH:34][CH:33]=4)[C:2]([Cl:1])=[CH:7][N:6]=3)[CH2:10]2)=[O:17])=[CH:19][CH:20]=1, predict the reactants needed to synthesize it. The reactants are: [Cl:1][C:2]1[C:3]([C:32]2[C:40]3[C:35](=[CH:36][CH:37]=[CH:38][CH:39]=3)[NH:34][CH:33]=2)=[N:4][C:5]([NH:8][C@@H:9]2[CH2:14][CH2:13][CH2:12][C@H:11]([NH:15][C:16]([C:18]3[CH:23]=[CH:22][C:21]([NH:24]C(=O)OC(C)(C)C)=[CH:20][CH:19]=3)=[O:17])[CH2:10]2)=[N:6][CH:7]=1.C(O)(C(F)(F)F)=O. (6) Given the product [C:21]([O:25][C:26]([N:28]1[CH2:29][CH:30]=[C:31]([C:11]2[N:10]([S:7]([C:1]3[CH:6]=[CH:5][CH:4]=[CH:3][CH:2]=3)(=[O:9])=[O:8])[C:14]3[N:15]=[CH:16][N:17]=[C:18]([Cl:19])[C:13]=3[CH:12]=2)[CH2:32][CH2:33]1)=[O:27])([CH3:24])([CH3:22])[CH3:23], predict the reactants needed to synthesize it. The reactants are: [C:1]1([S:7]([N:10]2[C:14]3[N:15]=[CH:16][N:17]=[C:18]([Cl:19])[C:13]=3[CH:12]=[C:11]2I)(=[O:9])=[O:8])[CH:6]=[CH:5][CH:4]=[CH:3][CH:2]=1.[C:21]([O:25][C:26]([N:28]1[CH2:33][CH:32]=[C:31](B2OC(C)(C)C(C)(C)O2)[CH2:30][CH2:29]1)=[O:27])([CH3:24])([CH3:23])[CH3:22].C(=O)([O-])[O-].[K+].[K+].